Dataset: Catalyst prediction with 721,799 reactions and 888 catalyst types from USPTO. Task: Predict which catalyst facilitates the given reaction. (1) Reactant: [Cl:1][C:2]1[CH:3]=[CH:4][C:5]([N:38]2[CH:42]=[N:41][N:40]=[N:39]2)=[C:6](/[CH:8]=[CH:9]/[C:10]([N:12]2[C@H:21]([C:22]([NH:24][C:25]3[CH:37]=[CH:36][C:28]([C:29]([O:31]C(C)(C)C)=[O:30])=[CH:27][CH:26]=3)=[O:23])[CH2:20][C:19]3[C:14](=[CH:15][CH:16]=[CH:17][CH:18]=3)[CH2:13]2)=[O:11])[CH:7]=1.CCN(C(C)C)C(C)C. Product: [Cl:1][C:2]1[CH:3]=[CH:4][C:5]([N:38]2[CH:42]=[N:41][N:40]=[N:39]2)=[C:6](/[CH:8]=[CH:9]/[C:10]([N:12]2[C@H:21]([C:22]([NH:24][C:25]3[CH:26]=[CH:27][C:28]([C:29]([OH:31])=[O:30])=[CH:36][CH:37]=3)=[O:23])[CH2:20][C:19]3[C:14](=[CH:15][CH:16]=[CH:17][CH:18]=3)[CH2:13]2)=[O:11])[CH:7]=1. The catalyst class is: 3. (2) Reactant: [Cl:1][C:2]1[N:7]=[CH:6][C:5]([CH:8]2[O:12]C(=O)[N:10]([C:14]([O:16][C:17]([CH3:20])([CH3:19])[CH3:18])=[O:15])[CH:9]2[CH2:21][C:22]2[CH:27]=[CH:26][C:25]([C:28]([F:31])([F:30])[F:29])=[CH:24][CH:23]=2)=[CH:4][CH:3]=1.CO.[OH-].[Na+].O. Product: [Cl:1][C:2]1[N:7]=[CH:6][C:5]([CH:8]([OH:12])[CH:9]([NH:10][C:14](=[O:15])[O:16][C:17]([CH3:18])([CH3:20])[CH3:19])[CH2:21][C:22]2[CH:23]=[CH:24][C:25]([C:28]([F:31])([F:29])[F:30])=[CH:26][CH:27]=2)=[CH:4][CH:3]=1. The catalyst class is: 5. (3) Reactant: [C:1]([NH:6][CH2:7][C:8]([NH:10][CH2:11][C:12]([OH:14])=O)=[O:9])(=[O:5])[C:2]([CH3:4])=[CH2:3].[SH:15][C:16]1[S:17][CH2:18][CH2:19][N:20]=1.CCN=C=NCCCN(C)C. Product: [C:1]([NH:6][CH2:7][C:8]([NH:10][CH2:11][C:12]([N:20]1[CH2:19][CH2:18][S:17][C:16]1=[S:15])=[O:14])=[O:9])(=[O:5])[C:2]([CH3:4])=[CH2:3]. The catalyst class is: 64. (4) Reactant: [NH2:1][C:2]1[N:7]=[C:6]([CH3:8])[N:5]=[C:4]([C:9]2[CH:10]=[C:11]([C:25](=[O:27])[CH3:26])[CH:12]=[N:13][C:14]=2[NH:15][C:16]2[CH:17]=[N:18][C:19]([O:23][CH3:24])=[C:20]([F:22])[CH:21]=2)[CH:3]=1.[CH3:28][Mg]Br. Product: [NH2:1][C:2]1[N:7]=[C:6]([CH3:8])[N:5]=[C:4]([C:9]2[CH:10]=[C:11]([C:25]([OH:27])([CH3:28])[CH3:26])[CH:12]=[N:13][C:14]=2[NH:15][C:16]2[CH:17]=[N:18][C:19]([O:23][CH3:24])=[C:20]([F:22])[CH:21]=2)[CH:3]=1. The catalyst class is: 1.